From a dataset of Reaction yield outcomes from USPTO patents with 853,638 reactions. Predict the reaction yield, written as a fraction of the theoretical maximum amount of product (1.0 means a 100% yield; for example, 0.34 means a 34% yield). (1) The reactants are Cl.[Br:2][C:3]1[CH:4]=[C:5]([CH:9]([OH:13])[C:10]([OH:12])=O)[CH:6]=[N:7][CH:8]=1.[C:14]1([CH:20]([NH2:27])[C:21]2[CH:26]=[CH:25][CH:24]=[CH:23][CH:22]=2)[CH:19]=[CH:18][CH:17]=[CH:16][CH:15]=1.C1C=NC2N(O)N=NC=2C=1.CCN(C(C)C)C(C)C. The catalyst is C1COCC1.C(OCC)(=O)C. The product is [CH:20]([NH:27][C:10](=[O:12])[CH:9]([C:5]1[CH:6]=[N:7][CH:8]=[C:3]([Br:2])[CH:4]=1)[OH:13])([C:21]1[CH:22]=[CH:23][CH:24]=[CH:25][CH:26]=1)[C:14]1[CH:19]=[CH:18][CH:17]=[CH:16][CH:15]=1. The yield is 0.735. (2) The reactants are [C:1]1([C:7]2[CH:12]=[C:11]([C:13]([N:15]3[CH2:20][CH2:19][CH:18]([N:21]4[CH2:26][CH2:25][CH2:24][C@@H:23]([C:27]([N:29]5[CH2:34][CH2:33][NH:32][CH2:31][CH2:30]5)=[O:28])[CH2:22]4)[CH2:17][CH2:16]3)=[O:14])[CH:10]=[C:9]([C:35]3[CH:40]=[CH:39][CH:38]=[CH:37][CH:36]=3)[N:8]=2)[CH:6]=[CH:5][CH:4]=[CH:3][CH:2]=1.[O-:41][C:42]#[N:43].[Na+]. The catalyst is O.C(O)CC.O1CCOCC1. The product is [C:1]1([C:7]2[CH:12]=[C:11]([C:13]([N:15]3[CH2:16][CH2:17][CH:18]([N:21]4[CH2:26][CH2:25][CH2:24][C@@H:23]([C:27]([N:29]5[CH2:34][CH2:33][N:32]([C:42]([NH2:43])=[O:41])[CH2:31][CH2:30]5)=[O:28])[CH2:22]4)[CH2:19][CH2:20]3)=[O:14])[CH:10]=[C:9]([C:35]3[CH:36]=[CH:37][CH:38]=[CH:39][CH:40]=3)[N:8]=2)[CH:6]=[CH:5][CH:4]=[CH:3][CH:2]=1. The yield is 0.400.